Dataset: Full USPTO retrosynthesis dataset with 1.9M reactions from patents (1976-2016). Task: Predict the reactants needed to synthesize the given product. (1) Given the product [ClH:20].[C:1]([N:9]1[CH2:13][CH2:12][C:11]([C:14]2[CH:19]=[CH:18][CH:17]=[CH:16][CH:15]=2)=[N:10]1)(=[O:8])[C:2]1[CH:7]=[CH:6][CH:5]=[N:4][CH:3]=1, predict the reactants needed to synthesize it. The reactants are: [C:1]([N:9]1[CH2:13][CH2:12][C:11]([C:14]2[CH:19]=[CH:18][CH:17]=[CH:16][CH:15]=2)=[N:10]1)(=[O:8])[C:2]1[CH:7]=[CH:6][CH:5]=[N:4][CH:3]=1.[ClH:20].C(O)C. (2) Given the product [NH2:22][C:12]1[CH:13]=[C:14]([CH:20]=[CH:21][C:11]=1[CH2:10][NH:9][C:5]1[CH:6]=[CH:7][CH:8]=[C:3]([C:1]#[N:2])[CH:4]=1)[C:15]([O:17][CH2:18][CH3:19])=[O:16], predict the reactants needed to synthesize it. The reactants are: [C:1]([C:3]1[CH:4]=[C:5]([NH:9][CH2:10][C:11]2[CH:21]=[CH:20][C:14]([C:15]([O:17][CH2:18][CH3:19])=[O:16])=[CH:13][C:12]=2[N+:22]([O-])=O)[CH:6]=[CH:7][CH:8]=1)#[N:2].O.[Cl-].[NH4+]. (3) Given the product [NH3:5].[NH2:24][C:25]1[N:26]=[CH:27][C:28]([C:2]2[N:7]=[C:6]([NH2:8])[N:5]=[C:4]([NH:9][C:10]3[CH:15]=[CH:14][C:13]([O:16][C:17]4[CH:22]=[CH:21][N:20]=[C:19]([CH3:23])[CH:18]=4)=[CH:12][CH:11]=3)[CH:3]=2)=[CH:29][CH:30]=1, predict the reactants needed to synthesize it. The reactants are: Cl[C:2]1[N:7]=[C:6]([NH2:8])[N:5]=[C:4]([NH:9][C:10]2[CH:15]=[CH:14][C:13]([O:16][C:17]3[CH:22]=[CH:21][N:20]=[C:19]([CH3:23])[CH:18]=3)=[CH:12][CH:11]=2)[CH:3]=1.[NH2:24][C:25]1[CH:30]=[CH:29][C:28](B2OC(C)(C)C(C)(C)O2)=[CH:27][N:26]=1.C([O-])([O-])=O.[Na+].[Na+].